From a dataset of Reaction yield outcomes from USPTO patents with 853,638 reactions. Predict the reaction yield, written as a fraction of the theoretical maximum amount of product (1.0 means a 100% yield; for example, 0.34 means a 34% yield). (1) The reactants are [C:1]([O:5][C:6]([NH:8][CH:9]([C:13]([CH3:16])([CH3:15])[CH3:14])[C:10]([OH:12])=O)=[O:7])([CH3:4])([CH3:3])[CH3:2].CCN=C=NCCCN(C)C.Cl.[CH3:29][NH:30][O:31][CH3:32].CCN(C(C)C)C(C)C. The catalyst is C(Cl)Cl. The product is [CH3:32][O:31][N:30]([CH3:29])[C:10](=[O:12])[CH:9]([NH:8][C:6](=[O:7])[O:5][C:1]([CH3:2])([CH3:3])[CH3:4])[C:13]([CH3:16])([CH3:15])[CH3:14]. The yield is 0.790. (2) The reactants are [Cl:1][C:2]1[N:7]=[C:6](S(C)=O)[N:5]=[C:4]2[N:11]([C:16]3[C:21]([F:22])=[CH:20][CH:19]=[CH:18][C:17]=3[F:23])[C:12](=[O:15])[NH:13][CH2:14][C:3]=12.[CH3:24][N:25]([CH3:29])[CH2:26][CH2:27][NH2:28].C(N(CC)CC)C. The catalyst is C(Cl)Cl. The product is [Cl:1][C:2]1[N:7]=[C:6]([NH:28][CH2:27][CH2:26][N:25]([CH3:29])[CH3:24])[N:5]=[C:4]2[N:11]([C:16]3[C:21]([F:22])=[CH:20][CH:19]=[CH:18][C:17]=3[F:23])[C:12](=[O:15])[NH:13][CH2:14][C:3]=12. The yield is 0.850. (3) The catalyst is CN(C=O)C.C(O)(=O)C.O. The reactants are Br[CH:2]1[CH2:11][CH2:10][C:9]2[CH:8]=[C:7]([C:12]#[N:13])[CH:6]=[CH:5][C:4]=2[C:3]1=[O:14].[N-:15]=[N+:16]=[N-:17].[Na+]. The product is [N:15]([CH:2]1[CH2:11][CH2:10][C:9]2[CH:8]=[C:7]([C:12]#[N:13])[CH:6]=[CH:5][C:4]=2[C:3]1=[O:14])=[N+:16]=[N-:17]. The yield is 0.412. (4) The reactants are [Cl:1][C:2]1[CH:16]=[CH:15][C:5]([NH:6][C@H:7]2[CH2:10][C@@H:9]([S:11]([CH3:14])(=[O:13])=[O:12])[CH2:8]2)=[C:4]([N+:17]([O-])=O)[CH:3]=1. The yield is 0.475. The product is [Cl:1][C:2]1[CH:3]=[C:4]([NH2:17])[C:5]([NH:6][C@H:7]2[CH2:8][C@@H:9]([S:11]([CH3:14])(=[O:12])=[O:13])[CH2:10]2)=[CH:15][CH:16]=1. The catalyst is CO.[Ni]. (5) The reactants are [C:1]([C:5]1[N:10]=[C:9]([N:11]2[CH2:16][CH2:15][N:14]([CH2:17][CH2:18][CH2:19][CH2:20][NH2:21])[CH2:13][CH2:12]2)[CH:8]=[C:7]([C:22]([F:25])([F:24])[F:23])[N:6]=1)([CH3:4])([CH3:3])[CH3:2].C1N=CN([C:31](N2C=NC=C2)=[O:32])C=1.[C:38]([C:40]1[CH:45]=[CH:44][C:43]([N:46]2[CH2:51][CH2:50][NH:49][CH2:48][CH2:47]2)=[CH:42][CH:41]=1)#[N:39]. The catalyst is C(Cl)(Cl)Cl.CO. The product is [C:1]([C:5]1[N:10]=[C:9]([N:11]2[CH2:16][CH2:15][N:14]([CH2:17][CH2:18][CH2:19][CH2:20][NH:21][C:31]([N:49]3[CH2:50][CH2:51][N:46]([C:43]4[CH:42]=[CH:41][C:40]([C:38]#[N:39])=[CH:45][CH:44]=4)[CH2:47][CH2:48]3)=[O:32])[CH2:13][CH2:12]2)[CH:8]=[C:7]([C:22]([F:24])([F:25])[F:23])[N:6]=1)([CH3:4])([CH3:2])[CH3:3]. The yield is 0.260. (6) The reactants are [Br:1][C:2]1[CH:3]=[C:4]([NH:13][CH:14]2[CH2:19][CH2:18][CH2:17][CH2:16][CH2:15]2)[C:5]([CH3:12])=[C:6]([CH:11]=1)[C:7]([O:9][CH3:10])=[O:8].[C:20](=O)([O-])[O-].[Cs+].[Cs+].CI. The catalyst is C(#N)C. The product is [Br:1][C:2]1[CH:3]=[C:4]([N:13]([CH:14]2[CH2:19][CH2:18][CH2:17][CH2:16][CH2:15]2)[CH3:20])[C:5]([CH3:12])=[C:6]([CH:11]=1)[C:7]([O:9][CH3:10])=[O:8]. The yield is 0.870. (7) The reactants are [Cl:1][C:2]1[CH:11]=[C:10]([O:12][CH2:13][C@@H:14]2[CH2:18][O:17][C:16]([CH3:20])([CH3:19])[O:15]2)[C:9]([Cl:21])=[CH:8][C:3]=1/[C:4](=[N:6]/[OH:7])/[NH2:5].[Cl:22][C:23]1[C:24]2[N:25]([CH:33]=[C:34]([C:36](O)=O)[N:35]=2)[CH:26]=[C:27]([C:29]([F:32])([F:31])[F:30])[CH:28]=1.Cl.CN(C)CCCN=C=NCC. The catalyst is COCCOCCOC.C(OCC)(=O)C. The product is [Cl:22][C:23]1[C:24]2[N:25]([CH:33]=[C:34]([C:36]3[O:7][N:6]=[C:4]([C:3]4[CH:8]=[C:9]([Cl:21])[C:10]([O:12][CH2:13][C@@H:14]5[CH2:18][O:17][C:16]([CH3:19])([CH3:20])[O:15]5)=[CH:11][C:2]=4[Cl:1])[N:5]=3)[N:35]=2)[CH:26]=[C:27]([C:29]([F:30])([F:31])[F:32])[CH:28]=1. The yield is 0.391. (8) The reactants are C(OC(=O)[NH:7][CH:8]([C:15]1[CH:20]=[CH:19][CH:18]=[C:17]([O:21][CH2:22][CH2:23][CH2:24][CH2:25][CH2:26][CH:27]2[O:31][CH2:30][CH2:29][O:28]2)[CH:16]=1)[C:9]1[CH:14]=[CH:13][CH:12]=[CH:11][CH:10]=1)(C)(C)C.Cl.O1CCOCC1. The catalyst is CO. The product is [CH3:29][O:28][CH:27]([O:31][CH3:30])[CH2:26][CH2:25][CH2:24][CH2:23][CH2:22][O:21][C:17]1[CH:16]=[C:15]([CH:8]([C:9]2[CH:14]=[CH:13][CH:12]=[CH:11][CH:10]=2)[NH2:7])[CH:20]=[CH:19][CH:18]=1. The yield is 0.850. (9) The reactants are [Cl:1][C:2]1[CH:3]=[C:4]([CH:9]=[CH:10][C:11]=1[OH:12])[C:5]([O:7][CH3:8])=[O:6].FC(F)(F)S(O[CH2:19][C:20]([F:23])([F:22])[CH3:21])(=O)=O.CCCCCCCCCCN. No catalyst specified. The product is [Cl:1][C:2]1[CH:3]=[C:4]([CH:9]=[CH:10][C:11]=1[O:12][CH2:19][C:20]([F:23])([F:22])[CH3:21])[C:5]([O:7][CH3:8])=[O:6]. The yield is 0.540.